Task: Predict the reaction yield, written as a fraction of the theoretical maximum amount of product (1.0 means a 100% yield; for example, 0.34 means a 34% yield).. Dataset: Reaction yield outcomes from USPTO patents with 853,638 reactions (1) The reactants are [F:1][C:2]1[CH:3]=[C:4]([NH2:19])[CH:5]=[CH:6][C:7]=1[O:8][C:9]1[CH:14]=[CH:13][N:12]=[C:11]2[NH:15][C:16]([CH3:18])=[CH:17][C:10]=12.[F:20][C:21]1[CH:26]=[CH:25][C:24]([N:27]2[CH:32]=[CH:31][CH:30]=[C:29]([C:33](O)=[O:34])[C:28]2=[O:36])=[CH:23][CH:22]=1.CN([P+](ON1N=NC2C=CC=CC1=2)(N(C)C)N(C)C)C.F[P-](F)(F)(F)(F)F.C(N(CC)CC)C. The catalyst is CN(C=O)C.O. The product is [F:1][C:2]1[CH:3]=[C:4]([NH:19][C:33]([C:29]2[C:28](=[O:36])[N:27]([C:24]3[CH:23]=[CH:22][C:21]([F:20])=[CH:26][CH:25]=3)[CH:32]=[CH:31][CH:30]=2)=[O:34])[CH:5]=[CH:6][C:7]=1[O:8][C:9]1[CH:14]=[CH:13][N:12]=[C:11]2[NH:15][C:16]([CH3:18])=[CH:17][C:10]=12. The yield is 0.250. (2) The reactants are [CH3:1][O:2][C:3]([C:5]1[CH:6]=[C:7]([C:12]2[CH:17]=[CH:16][C:15]([CH3:18])=[CH:14][CH:13]=2)[CH:8]=[C:9](N)[CH:10]=1)=[O:4].N(OCCC(C)C)=O.[I:27]CI. The catalyst is N1CCCCC1.C(#N)C. The product is [CH3:1][O:2][C:3]([C:5]1[CH:6]=[C:7]([C:12]2[CH:17]=[CH:16][C:15]([CH3:18])=[CH:14][CH:13]=2)[CH:8]=[C:9]([I:27])[CH:10]=1)=[O:4]. The yield is 0.660. (3) The reactants are C([O:3][C:4](=[O:37])[CH2:5][N:6]1[C:10]([CH3:11])=[C:9]([CH2:12][C:13]2[CH:18]=[CH:17][C:16]([S:19]([N:22]3[CH2:27][CH2:26][N:25]([C:28]([O:30][CH2:31][CH3:32])=[O:29])[CH2:24][CH2:23]3)(=[O:21])=[O:20])=[CH:15][CH:14]=2)[C:8]2[CH2:33][O:34][CH2:35][CH2:36][C:7]1=2)C.[Li+].[OH-]. The catalyst is C1COCC1.CO.O. The product is [CH2:31]([O:30][C:28]([N:25]1[CH2:26][CH2:27][N:22]([S:19]([C:16]2[CH:17]=[CH:18][C:13]([CH2:12][C:9]3[C:8]4[CH2:33][O:34][CH2:35][CH2:36][C:7]=4[N:6]([CH2:5][C:4]([OH:37])=[O:3])[C:10]=3[CH3:11])=[CH:14][CH:15]=2)(=[O:21])=[O:20])[CH2:23][CH2:24]1)=[O:29])[CH3:32]. The yield is 0.296. (4) The reactants are [CH3:1][C:2]1[CH:10]=[C:6]([C:7]([OH:9])=O)[C:5]([OH:11])=[CH:4][CH:3]=1.[CH3:12][C:13]([C:16]1[CH:17]=[C:18]([CH:20]=[C:21]([C:23]([CH3:26])([CH3:25])[CH3:24])[CH:22]=1)[NH2:19])([CH3:15])[CH3:14]. No catalyst specified. The product is [CH3:15][C:13]([C:16]1[CH:17]=[C:18]([NH:19][C:7](=[O:9])[C:6]2[CH:10]=[C:2]([CH3:1])[CH:3]=[CH:4][C:5]=2[OH:11])[CH:20]=[C:21]([C:23]([CH3:26])([CH3:25])[CH3:24])[CH:22]=1)([CH3:12])[CH3:14]. The yield is 0.163. (5) The product is [CH3:22][N:17]1[CH2:18][CH:19]2[CH:15]([CH2:14][N:13]([C:10]3[CH:9]=[N:8][C:7]([C:1]4[CH:2]=[CH:3][CH:4]=[CH:5][CH:6]=4)=[N:12][CH:11]=3)[CH2:20]2)[CH2:16]1. The yield is 0.970. The reactants are [C:1]1([C:7]2[N:12]=[CH:11][C:10]([N:13]3[CH2:20][CH:19]4[CH:15]([CH2:16][NH:17][CH2:18]4)[CH2:14]3)=[CH:9][N:8]=2)[CH:6]=[CH:5][CH:4]=[CH:3][CH:2]=1.Cl[CH2:22]CCl.[BH-](OC(C)=O)(OC(C)=O)OC(C)=O.[Na+]. The catalyst is C=O. (6) The product is [Br:1][C:2]1[CH:7]=[CH:6][C:5]([NH:8][C:9]2[N:10]([CH3:26])[C:11](=[O:25])[C:12]([CH3:24])=[CH:13][C:14]=2[C:15]([NH:17][O:18][CH2:19][CH2:20][OH:21])=[O:16])=[C:4]([F:27])[CH:3]=1. The catalyst is C1COCC1. The reactants are [Br:1][C:2]1[CH:7]=[CH:6][C:5]([NH:8][C:9]2[N:10]([CH3:26])[C:11](=[O:25])[C:12]([CH3:24])=[CH:13][C:14]=2[C:15]([NH:17][O:18][CH2:19][CH2:20][O:21]C=C)=[O:16])=[C:4]([F:27])[CH:3]=1.BrC1C=CC(NC2N(C)C(=O)C(C)=CC=2C(OC)=O)=C(F)C=1.C(OCCON)=C.C[Si]([N-][Si](C)(C)C)(C)C.[Li+]. The yield is 0.940.